From a dataset of Forward reaction prediction with 1.9M reactions from USPTO patents (1976-2016). Predict the product of the given reaction. (1) Given the reactants [Cl:1][C:2]1[CH:3]=[CH:4][C:5]2[N:11]3[C:12]([C:15]([F:18])([F:17])[F:16])=[N:13][N:14]=[C:10]3[C@H:9]([CH2:19][C:20]([O:22]CC)=[O:21])[O:8][C@@H:7]([C:25]3[CH:30]=[CH:29][CH:28]=[C:27]([O:31][CH3:32])[C:26]=3[O:33][CH2:34][CH3:35])[C:6]=2[CH:36]=1.Cl, predict the reaction product. The product is: [Cl:1][C:2]1[CH:3]=[CH:4][C:5]2[N:11]3[C:12]([C:15]([F:18])([F:17])[F:16])=[N:13][N:14]=[C:10]3[C@H:9]([CH2:19][C:20]([OH:22])=[O:21])[O:8][C@@H:7]([C:25]3[CH:30]=[CH:29][CH:28]=[C:27]([O:31][CH3:32])[C:26]=3[O:33][CH2:34][CH3:35])[C:6]=2[CH:36]=1. (2) Given the reactants [CH3:1][S:2]([C:5]1[CH:27]=[CH:26][C:8]2[N:9]=[C:10]([NH:12][C:13]3[N:17]([CH3:18])[C:16]4[CH:19]=[CH:20][C:21]([C:23](O)=[O:24])=[CH:22][C:15]=4[N:14]=3)[S:11][C:7]=2[CH:6]=1)(=[O:4])=[O:3].[CH3:28][S:29][CH2:30][CH2:31][NH2:32].CN(C(ON1N=NC2C=CC=CC1=2)=[N+](C)C)C.F[P-](F)(F)(F)(F)F.CCN(C(C)C)C(C)C, predict the reaction product. The product is: [CH3:28][S:29][CH2:30][CH2:31][NH:32][C:23]([C:21]1[CH:20]=[CH:19][C:16]2[N:17]([CH3:18])[C:13]([NH:12][C:10]3[S:11][C:7]4[CH:6]=[C:5]([S:2]([CH3:1])(=[O:4])=[O:3])[CH:27]=[CH:26][C:8]=4[N:9]=3)=[N:14][C:15]=2[CH:22]=1)=[O:24]. (3) Given the reactants [NH:1]1[C:5]2[CH:6]=[CH:7][CH:8]=[CH:9][C:4]=2[N:3]=[C:2]1[C:10]([NH:12][CH2:13][C:14]1[CH:23]=[CH:22][C:17]([C:18]([O:20][CH3:21])=[O:19])=[CH:16][CH:15]=1)=[O:11].C(=O)([O-])[O-].[K+].[K+].CN(C=O)C.[Cl:35][C:36]1[CH:43]=[CH:42][C:39]([CH2:40]Br)=[CH:38][CH:37]=1, predict the reaction product. The product is: [Cl:35][C:36]1[CH:43]=[CH:42][C:39]([CH2:40][N:1]2[C:5]3[CH:6]=[CH:7][CH:8]=[CH:9][C:4]=3[N:3]=[C:2]2[C:10]([NH:12][CH2:13][C:14]2[CH:23]=[CH:22][C:17]([C:18]([O:20][CH3:21])=[O:19])=[CH:16][CH:15]=2)=[O:11])=[CH:38][CH:37]=1. (4) Given the reactants P(Cl)(Cl)([Cl:3])=O.[CH3:6][C:7]1[C:8]([N+:18]([O-:20])=[O:19])=[C:9]2[C:14](=[CH:15][CH:16]=1)[CH:13]=[N+:12]([O-])[CH:11]=[CH:10]2, predict the reaction product. The product is: [Cl:3][C:13]1[C:14]2[C:9](=[C:8]([N+:18]([O-:20])=[O:19])[C:7]([CH3:6])=[CH:16][CH:15]=2)[CH:10]=[CH:11][N:12]=1. (5) Given the reactants [Cl:1][C:2]1[C:7]([C:8](OC)=[O:9])=[CH:6][N:5]=[C:4]([Cl:12])[CH:3]=1.[H-].C([Al+]CC(C)C)C(C)C, predict the reaction product. The product is: [Cl:1][C:2]1[C:7]([CH:8]=[O:9])=[CH:6][N:5]=[C:4]([Cl:12])[CH:3]=1. (6) Given the reactants [CH3:1][O:2][C:3]1[CH:14]=[CH:13][C:6]2[NH:7][CH:8]=[N:9][S:10](=[O:12])(=[O:11])[C:5]=2[CH:4]=1.[F-].[Cs+].Br[CH2:18][CH2:19][OH:20], predict the reaction product. The product is: [CH3:1][O:2][C:3]1[CH:14]=[CH:13][C:6]2[N:7]([CH2:18][CH2:19][OH:20])[CH:8]=[N:9][S:10](=[O:12])(=[O:11])[C:5]=2[CH:4]=1. (7) Given the reactants [NH2:1][C:2]1[C:7]([C:8]2[CH:13]=[C:12]([Cl:14])[CH:11]=[C:10]([Cl:15])[C:9]=2[Cl:16])=[N:6][CH:5]=[C:4](Cl)[N:3]=1.[CH3:18][N:19]1[CH2:24][CH2:23][NH:22][CH2:21][CH2:20]1, predict the reaction product. The product is: [NH2:1][C:2]1[C:7]([C:8]2[CH:13]=[C:12]([Cl:14])[CH:11]=[C:10]([Cl:15])[C:9]=2[Cl:16])=[N:6][CH:5]=[C:4]([N:22]2[CH2:23][CH2:24][N:19]([CH3:18])[CH2:20][CH2:21]2)[N:3]=1. (8) The product is: [Cl:34][C:33]1[C:28]([NH:27][C:22]2[CH:23]=[CH:24][CH:25]=[CH:26][C:21]=2[C:20]([NH:19][CH2:18][CH2:17][C:15]#[N:16])=[O:36])=[N:29][C:30]([NH:13][C:9]2[C:4]3[O:5][CH2:6][CH2:7][CH2:8][C:2]([CH3:14])([CH3:1])[C:3]=3[CH:12]=[CH:11][CH:10]=2)=[N:31][CH:32]=1. Given the reactants [CH3:1][C:2]1([CH3:14])[CH2:8][CH2:7][CH2:6][O:5][C:4]2[C:9]([NH2:13])=[CH:10][CH:11]=[CH:12][C:3]1=2.[C:15]([CH2:17][CH2:18][NH:19][C:20](=[O:36])[C:21]1[CH:26]=[CH:25][CH:24]=[CH:23][C:22]=1[NH:27][C:28]1[C:33]([Cl:34])=[CH:32][N:31]=[C:30](Cl)[N:29]=1)#[N:16], predict the reaction product.